This data is from Reaction yield outcomes from USPTO patents with 853,638 reactions. The task is: Predict the reaction yield, written as a fraction of the theoretical maximum amount of product (1.0 means a 100% yield; for example, 0.34 means a 34% yield). (1) The reactants are [C:1]([NH:4][C:5]1[CH:10]=[CH:9][C:8]([C:11]2[C:20]3[C:15](=[CH:16][CH:17]=[C:18]([S:21][CH3:22])[CH:19]=3)[CH:14]([CH3:23])[NH:13][N:12]=2)=[CH:7][CH:6]=1)(=[O:3])[CH3:2].[CH2:24]([N:26]=[C:27]=[O:28])[CH3:25]. The catalyst is C(Cl)(Cl)Cl. The product is [C:1]([NH:4][C:5]1[CH:6]=[CH:7][C:8]([C:11]2[C:20]3[C:15](=[CH:16][CH:17]=[C:18]([S:21][CH3:22])[CH:19]=3)[CH:14]([CH3:23])[N:13]([C:27](=[O:28])[NH:26][CH2:24][CH3:25])[N:12]=2)=[CH:9][CH:10]=1)(=[O:3])[CH3:2]. The yield is 0.500. (2) The reactants are [CH3:1][CH:2]([CH3:31])[CH2:3][C:4]([NH:6][C:7]1[S:8][CH:9]=[C:10]([C:12]2C=C[N:15]=[C:14]3[N:18]([S:21]([C:24]4[CH:29]=[CH:28][C:27]([CH3:30])=[CH:26][CH:25]=4)(=[O:23])=[O:22])[CH:19]=[CH:20][C:13]=23)[N:11]=1)=[O:5].[H-].[Na+].[CH2:34](I)[CH2:35][CH3:36].[CH3:38][N:39](C=O)C. No catalyst specified. The product is [CH3:1][CH:2]([CH3:31])[CH2:3][C:4]([N:6]([CH2:34][CH2:35][CH3:36])[C:7]1[S:8][CH:9]=[C:10]([C:12]2[C:13]3[CH:20]=[CH:19][N:18]([S:21]([C:24]4[CH:25]=[CH:26][C:27]([CH3:30])=[CH:28][CH:29]=4)(=[O:23])=[O:22])[C:14]=3[N:15]=[CH:38][N:39]=2)[N:11]=1)=[O:5]. The yield is 0.760.